Dataset: CYP1A2 inhibition data for predicting drug metabolism from PubChem BioAssay. Task: Regression/Classification. Given a drug SMILES string, predict its absorption, distribution, metabolism, or excretion properties. Task type varies by dataset: regression for continuous measurements (e.g., permeability, clearance, half-life) or binary classification for categorical outcomes (e.g., BBB penetration, CYP inhibition). Dataset: cyp1a2_veith. (1) The molecule is O=C(NNC(=O)C1CCCCC1)c1cnccn1. The result is 0 (non-inhibitor). (2) The compound is CCOc1ccc(NC(=O)N2CCC(C(N)=O)(N3CCCCC3)CC2)cc1. The result is 0 (non-inhibitor). (3) The compound is OCc1cnc[nH]1. The result is 0 (non-inhibitor).